From a dataset of Catalyst prediction with 721,799 reactions and 888 catalyst types from USPTO. Predict which catalyst facilitates the given reaction. (1) Reactant: [Cl:1][C:2]1[CH:7]=[C:6]([CH2:8]O)[CH:5]=[C:4]([NH:10][CH2:11][C:12]2[CH:17]=[CH:16][C:15]([O:18][CH3:19])=[CH:14][CH:13]=2)[N:3]=1.C(N(CC)CC)C.CS(Cl)(=O)=O.[Br:32][C:33]1[CH:34]=[C:35]([CH:49]=[C:50]([CH3:52])[CH:51]=1)[C:36]([C:38]1[NH:43][C:42](=[O:44])[NH:41][C:40](=[O:45])[C:39]=1[CH:46]([CH3:48])[CH3:47])=[O:37].C(=O)([O-])[O-].[K+].[K+].[I-].[Li+]. Product: [Br:32][C:33]1[CH:34]=[C:35]([CH:49]=[C:50]([CH3:52])[CH:51]=1)[C:36]([C:38]1[N:43]([CH2:8][C:6]2[CH:5]=[C:4]([NH:10][CH2:11][C:12]3[CH:17]=[CH:16][C:15]([O:18][CH3:19])=[CH:14][CH:13]=3)[N:3]=[C:2]([Cl:1])[CH:7]=2)[C:42](=[O:44])[NH:41][C:40](=[O:45])[C:39]=1[CH:46]([CH3:47])[CH3:48])=[O:37]. The catalyst class is: 794. (2) Reactant: [I-].[CH3:2][S+](C)(C)=O.[H-].[Na+].[O:9]=[C:10]([CH3:26])[CH2:11][CH2:12][N:13]1[CH2:18][CH2:17][N:16]([C:19]([O:21][C:22]([CH3:25])([CH3:24])[CH3:23])=[O:20])[CH2:15][CH2:14]1.O. Product: [CH3:26][C:10]1([CH2:11][CH2:12][N:13]2[CH2:18][CH2:17][N:16]([C:19]([O:21][C:22]([CH3:25])([CH3:24])[CH3:23])=[O:20])[CH2:15][CH2:14]2)[CH2:2][O:9]1. The catalyst class is: 16. (3) Reactant: C([N:8]1[CH2:12][CH:11]([CH2:13][OH:14])[CH:10]([C:15]2[CH:20]=[CH:19][CH:18]=[CH:17][C:16]=2[OH:21])[CH2:9]1)C1C=CC=CC=1.CO. Product: [OH:14][CH2:13][C@H:11]1[CH2:12][NH:8][CH2:9][C@H:10]1[C:15]1[CH:20]=[CH:19][CH:18]=[CH:17][C:16]=1[OH:21]. The catalyst class is: 45. (4) Reactant: [NH2:1][C:2]1[CH:7]=[CH:6][C:5]([N:8]2[CH2:13][CH2:12][N:11]([C:14](=[O:16])[CH3:15])[CH2:10][CH2:9]2)=[CH:4][C:3]=1[O:17][CH3:18].[Cl:19][C:20]1[N:25]=[C:24](Cl)[C:23]([Cl:27])=[CH:22][N:21]=1.C(=O)([O-])[O-].[K+].[K+]. Product: [Cl:19][C:20]1[N:25]=[C:24]([NH:1][C:2]2[CH:7]=[CH:6][C:5]([N:8]3[CH2:13][CH2:12][N:11]([C:14](=[O:16])[CH3:15])[CH2:10][CH2:9]3)=[CH:4][C:3]=2[O:17][CH3:18])[C:23]([Cl:27])=[CH:22][N:21]=1. The catalyst class is: 9. (5) Reactant: [OH-].[K+].[C:3]([C:5]1[CH:6]=[C:7]([C:16]2[N:20]([CH3:21])[N:19]=[CH:18][C:17]=2[CH3:22])[C:8]([CH3:15])=[C:9]([CH:14]=1)[C:10]([O:12]C)=[O:11])#[N:4].Cl. Product: [C:3]([C:5]1[CH:6]=[C:7]([C:16]2[N:20]([CH3:21])[N:19]=[CH:18][C:17]=2[CH3:22])[C:8]([CH3:15])=[C:9]([CH:14]=1)[C:10]([OH:12])=[O:11])#[N:4]. The catalyst class is: 5. (6) Reactant: [CH2:1]([NH:8][C@H:9]1[CH2:14][CH2:13][O:12][CH2:11][C@H:10]1[C:15]([O:17][CH2:18][CH3:19])=[O:16])[C:2]1[CH:7]=[CH:6][CH:5]=[CH:4][CH:3]=1.[O-]CC.[Na+].[Cl-].[NH4+]. Product: [CH2:1]([NH:8][C@@H:9]1[CH2:14][CH2:13][O:12][CH2:11][C@H:10]1[C:15]([O:17][CH2:18][CH3:19])=[O:16])[C:2]1[CH:3]=[CH:4][CH:5]=[CH:6][CH:7]=1. The catalyst class is: 8. (7) Reactant: C(O[BH-](OC(=O)C)OC(=O)C)(=O)C.[Na+].[Br:15][C:16]1[CH:23]=[CH:22][C:19]([CH:20]=O)=[CH:18][CH:17]=1.[CH3:24][N:25]1[CH2:39][CH2:38][N:28]2[C:29]3[CH:37]=[CH:36][CH:35]=[CH:34][C:30]=3[NH:31][CH2:32][CH2:33][CH:27]2[CH2:26]1.C(O)(=O)C. Product: [Br:15][C:16]1[CH:23]=[CH:22][C:19]([CH2:20][N:31]2[C:30]3[CH:34]=[CH:35][CH:36]=[CH:37][C:29]=3[N:28]3[CH2:38][CH2:39][N:25]([CH3:24])[CH2:26][CH:27]3[CH2:33][CH2:32]2)=[CH:18][CH:17]=1. The catalyst class is: 632. (8) Reactant: C(OC([N:8]1[CH2:13][CH2:12][N:11]([C:14]2[CH:19]=[CH:18][C:17]([N:20]3[CH2:25][CH2:24][CH2:23][C@H:22]([O:26][CH3:27])[CH2:21]3)=[CH:16][C:15]=2[CH:28]2[CH2:33][CH2:32][C:31]([CH2:36]C)([CH2:34]C)[CH2:30][CH2:29]2)[CH2:10][CH2:9]1)=O)(C)(C)C.FC(F)(F)C(O)=O.C(=O)([O-])[O-].[K+].[K+]. Product: [CH3:34][C:31]1([CH3:36])[CH2:30][CH2:29][CH:28]([C:15]2[CH:16]=[C:17]([N:20]3[CH2:25][CH2:24][CH2:23][C@H:22]([O:26][CH3:27])[CH2:21]3)[CH:18]=[CH:19][C:14]=2[N:11]2[CH2:10][CH2:9][NH:8][CH2:13][CH2:12]2)[CH2:33][CH2:32]1. The catalyst class is: 46. (9) Reactant: [CH3:1][NH:2][C@@H:3]1[C:8]2[CH:9]=[CH:10][CH:11]=[CH:12][C:7]=2[C@H:6]([C:13]2[CH:14]=[CH:15][C:16]([Cl:20])=[C:17]([Cl:19])[CH:18]=2)[CH2:5][CH2:4]1.[C:21]([OH:30])(=[O:29])[CH2:22][CH2:23][CH2:24][CH2:25][C:26]([OH:28])=[O:27]. Product: [CH3:1][NH:2][C@@H:3]1[C:8]2[CH:9]=[CH:10][CH:11]=[CH:12][C:7]=2[C@H:6]([C:13]2[CH:14]=[CH:15][C:16]([Cl:20])=[C:17]([Cl:19])[CH:18]=2)[CH2:5][CH2:4]1.[C:21]([O-:30])(=[O:29])[CH2:22][CH2:23][CH2:24][CH2:25][C:26]([O-:28])=[O:27]. The catalyst class is: 13.